From a dataset of Full USPTO retrosynthesis dataset with 1.9M reactions from patents (1976-2016). Predict the reactants needed to synthesize the given product. (1) Given the product [CH2:1]([O:3][C:4]([C:5]1([S:6]([C:9]2[CH:10]=[CH:11][C:12]([O:15][CH2:16][C:17]#[CH:18])=[CH:13][CH:14]=2)(=[O:7])=[O:8])[CH2:28][CH2:27][N:26]([CH2:25][C:24]2[CH:33]=[CH:34][C:21]([Br:20])=[CH:22][CH:23]=2)[CH2:30][CH2:31]1)=[O:19])[CH3:2], predict the reactants needed to synthesize it. The reactants are: [CH2:1]([O:3][C:4](=[O:19])[CH2:5][S:6]([C:9]1[CH:14]=[CH:13][C:12]([O:15][CH2:16][C:17]#[CH:18])=[CH:11][CH:10]=1)(=[O:8])=[O:7])[CH3:2].[Br:20][C:21]1[CH:34]=[CH:33][C:24]([CH2:25][N:26]([CH2:30][CH2:31]Cl)[CH2:27][CH2:28]Cl)=[CH:23][CH:22]=1. (2) Given the product [CH3:11][C:7]1[CH:8]=[CH:9][CH:10]=[C:5]([C:3]2[N:4]=[C:22]([C:12]3[C:21]4[C:16](=[CH:17][CH:18]=[CH:19][CH:20]=4)[CH:15]=[CH:14][CH:13]=3)[NH:1][N:2]=2)[N:6]=1, predict the reactants needed to synthesize it. The reactants are: [NH2:1][NH:2][C:3]([C:5]1[CH:10]=[CH:9][CH:8]=[C:7]([CH3:11])[N:6]=1)=[NH:4].[C:12]1([CH:22]=O)[C:21]2[C:16](=[CH:17][CH:18]=[CH:19][CH:20]=2)[CH:15]=[CH:14][CH:13]=1. (3) Given the product [Cl:1][C:2]1[N:7]=[CH:6][C:5]([CH2:8][NH:9][CH2:10][C:11]#[N:12])=[CH:4][CH:3]=1.[Cl:1][C:2]1[N:7]=[CH:6][C:5]([CH2:8][N:9]([C:14]2[CH2:15][O:16][C:17](=[O:19])[CH:18]=2)[CH2:10][C:11]#[N:12])=[CH:4][CH:3]=1, predict the reactants needed to synthesize it. The reactants are: [Cl:1][C:2]1[N:7]=[CH:6][C:5]([CH2:8][NH:9][CH2:10][C:11]#[N:12])=[CH:4][CH:3]=1.O[C:14]1[CH2:15][O:16][C:17](=[O:19])[CH:18]=1.C1(C)C=CC(S(O)(=O)=O)=CC=1. (4) Given the product [CH3:1][O:2][C:3]1[C:19]([CH:20]=[O:21])=[CH:18][C:6]2[N:7]([CH2:15][O:16][CH3:17])[C:8]3[N:14]=[CH:13][CH:12]=[N:11][C:9]=3[O:10][C:5]=2[CH:4]=1, predict the reactants needed to synthesize it. The reactants are: [CH3:1][O:2][C:3]1[C:19]([CH2:20][OH:21])=[CH:18][C:6]2[N:7]([CH2:15][O:16][CH3:17])[C:8]3[N:14]=[CH:13][CH:12]=[N:11][C:9]=3[O:10][C:5]=2[CH:4]=1.